Dataset: Forward reaction prediction with 1.9M reactions from USPTO patents (1976-2016). Task: Predict the product of the given reaction. (1) Given the reactants [NH2:1][C:2]1[C:7]([NH2:8])=[C:6]([NH:9][C@@H:10]2[C@@H:15]3[CH2:16][C@@H:12]([CH:13]=[CH:14]3)[C@@H:11]2[C:17]([NH2:19])=[O:18])[C:5]([Cl:20])=[CH:4][N:3]=1.C(OC([N:28]1[CH2:33][CH2:32][CH:31]([N:34]2[CH:38]=[C:37]([CH:39]=O)[CH:36]=[N:35]2)[CH2:30][CH2:29]1)=O)(C)(C)C.FC(F)(F)C(O)=O, predict the reaction product. The product is: [Cl:20][C:5]1[C:6]([NH:9][C@@H:10]2[C@@H:15]3[CH2:16][C@@H:12]([CH:13]=[CH:14]3)[C@@H:11]2[C:17]([NH2:19])=[O:18])=[C:7]2[N:8]=[C:39]([C:37]3[CH:36]=[N:35][N:34]([CH:31]4[CH2:32][CH2:33][NH:28][CH2:29][CH2:30]4)[CH:38]=3)[NH:1][C:2]2=[N:3][CH:4]=1. (2) Given the reactants [Cl:1][C:2]1[N:3]=[C:4]([N:14]2[CH2:19][CH2:18][O:17][CH2:16][CH2:15]2)[C:5]2[S:10][C:9]([CH2:11][NH:12][CH3:13])=[CH:8][C:6]=2[N:7]=1.[N:20]1[CH:25]=[CH:24][CH:23]=[C:22]([CH:26]=O)[CH:21]=1, predict the reaction product. The product is: [Cl:1][C:2]1[N:3]=[C:4]([N:14]2[CH2:19][CH2:18][O:17][CH2:16][CH2:15]2)[C:5]2[S:10][C:9]([CH2:11][N:12]([CH3:13])[CH2:26][C:22]3[CH:21]=[N:20][CH:25]=[CH:24][CH:23]=3)=[CH:8][C:6]=2[N:7]=1.